Dataset: Catalyst prediction with 721,799 reactions and 888 catalyst types from USPTO. Task: Predict which catalyst facilitates the given reaction. (1) Reactant: [NH2:1][C@H:2]([CH2:22][C:23]1[CH:28]=[CH:27][C:26]([C:29]2[CH:34]=[CH:33][CH:32]=[CH:31][N:30]=2)=[CH:25][CH:24]=1)[CH2:3][C@H:4]([OH:21])[C@@H:5]([NH:13][C:14](=[O:20])[O:15][C:16]([CH3:19])([CH3:18])[CH3:17])[CH2:6][C:7]1[CH:12]=[CH:11][CH:10]=[CH:9][CH:8]=1.[CH3:35][O:36][C:37]([NH:39][C@@H:40]([C:44]([CH3:47])([CH3:46])[CH3:45])[C:41](O)=[O:42])=[O:38].CCOP(ON1N=NC2C=CC=CC=2C1=O)(OCC)=O.C(N(CC)C(C)C)(C)C. Product: [CH2:6]([C@H:5]([NH:13][C:14](=[O:20])[O:15][C:16]([CH3:17])([CH3:18])[CH3:19])[C@H:4]([OH:21])[CH2:3][C@H:2]([NH:1][C:41](=[O:42])[C@@H:40]([NH:39][C:37]([O:36][CH3:35])=[O:38])[C:44]([CH3:47])([CH3:46])[CH3:45])[CH2:22][C:23]1[CH:28]=[CH:27][C:26]([C:29]2[CH:34]=[CH:33][CH:32]=[CH:31][N:30]=2)=[CH:25][CH:24]=1)[C:7]1[CH:8]=[CH:9][CH:10]=[CH:11][CH:12]=1. The catalyst class is: 1. (2) Reactant: C([NH:4][C:5]([C@@H:26]1[CH2:30][CH2:29][N:28]([S:31]([C:34]2[CH:39]=[CH:38][CH:37]=[CH:36][C:35]=2[N+:40]([O-:42])=[O:41])(=[O:33])=[O:32])[CH2:27]1)([CH2:13][CH2:14][CH2:15][CH2:16][B:17]1[O:21]C(C)(C)C(C)(C)[O:18]1)[C:6](NC(C)(C)C)=[O:7])(=O)C.[O:43]1CCOCC1.Cl. Product: [NH2:4][C:5]([C@@H:26]1[CH2:30][CH2:29][N:28]([S:31]([C:34]2[CH:39]=[CH:38][CH:37]=[CH:36][C:35]=2[N+:40]([O-:42])=[O:41])(=[O:32])=[O:33])[CH2:27]1)([CH2:13][CH2:14][CH2:15][CH2:16][B:17]([OH:18])[OH:21])[C:6]([OH:43])=[O:7]. The catalyst class is: 6. (3) Reactant: [C:1]([Si:5]([CH3:19])([CH3:18])[O:6][CH2:7][C:8]1[CH:13]=[C:12]([O:14][CH3:15])[CH:11]=[CH:10][C:9]=1[CH2:16][CH3:17])([CH3:4])([CH3:3])[CH3:2].C1C(=O)N([Br:27])C(=O)C1. Product: [C:1]([Si:5]([CH3:19])([CH3:18])[O:6][CH2:7][C:8]1[CH:13]=[C:12]([O:14][CH3:15])[C:11]([Br:27])=[CH:10][C:9]=1[CH2:16][CH3:17])([CH3:3])([CH3:4])[CH3:2]. The catalyst class is: 53. (4) Reactant: [H-].[Al+3].[Li+].[H-].[H-].[H-].[CH3:7][O:8][C:9]1[CH:10]=[C:11]([CH:22]=[CH:23][CH:24]=1)[CH2:12][CH:13]1[CH2:18][CH2:17][CH2:16][CH2:15][CH:14]1[C:19](O)=[O:20].Cl. Product: [CH3:7][O:8][C:9]1[CH:10]=[C:11]([CH:22]=[CH:23][CH:24]=1)[CH2:12][CH:13]1[CH2:18][CH2:17][CH2:16][CH2:15][CH:14]1[CH2:19][OH:20]. The catalyst class is: 20. (5) Reactant: [CH2:1]([O:8][C:9]1[C:10]([C:29](O)=[O:30])=[N:11][C:12]([CH2:16][C:17]2([C:22]3[CH:27]=[CH:26][C:25]([Cl:28])=[CH:24][CH:23]=3)[CH2:21][CH2:20][CH2:19][CH2:18]2)=[N:13][C:14]=1[OH:15])[C:2]1[CH:7]=[CH:6][CH:5]=[CH:4][CH:3]=1.[Si:32]([O:39][CH2:40][CH2:41][NH:42][CH:43]([C:45]1[CH:50]=[CH:49][CH:48]=[CH:47][CH:46]=1)[CH3:44])([C:35]([CH3:38])([CH3:37])[CH3:36])([CH3:34])[CH3:33].O=P(Cl)(Cl)Cl.C(O)CO.C(=O)=O. Product: [CH2:1]([O:8][C:9]1[C:10]([C:29]([N:42]([CH2:41][CH2:40][O:39][Si:32]([C:35]([CH3:36])([CH3:38])[CH3:37])([CH3:34])[CH3:33])[CH:43]([C:45]2[CH:50]=[CH:49][CH:48]=[CH:47][CH:46]=2)[CH3:44])=[O:30])=[N:11][C:12]([CH2:16][C:17]2([C:22]3[CH:23]=[CH:24][C:25]([Cl:28])=[CH:26][CH:27]=3)[CH2:21][CH2:20][CH2:19][CH2:18]2)=[N:13][C:14]=1[OH:15])[C:2]1[CH:3]=[CH:4][CH:5]=[CH:6][CH:7]=1. The catalyst class is: 17. (6) Reactant: [CH:1]1([CH2:4][O:5][C:6]2[CH:11]=[CH:10][C:9]([C:12]3[O:13][C:14]4[CH2:20][CH2:19][CH:18]([OH:21])[CH2:17][C:15]=4[N:16]=3)=[CH:8][C:7]=2[F:22])[CH2:3][CH2:2]1.Cl[CH2:24][C:25]([N:27]1[CH2:32][CH2:31][O:30][CH2:29][CH2:28]1)=[O:26].CC(C)([O-])C.[K+].[Cl-].[NH4+]. Product: [CH:1]1([CH2:4][O:5][C:6]2[CH:11]=[CH:10][C:9]([C:12]3[O:13][C:14]4[CH2:20][CH2:19][CH:18]([O:21][CH2:24][C:25]([N:27]5[CH2:32][CH2:31][O:30][CH2:29][CH2:28]5)=[O:26])[CH2:17][C:15]=4[N:16]=3)=[CH:8][C:7]=2[F:22])[CH2:2][CH2:3]1. The catalyst class is: 1. (7) Reactant: B(Br)(Br)Br.C([O:12][C:13]1[CH:27]=[CH:26][C:16]2[C:17]([CH:20]3[CH2:25][CH2:24][CH2:23][CH2:22][CH2:21]3)=[N:18][S:19][C:15]=2[CH:14]=1)C1C=CC=CC=1.O. Product: [CH:20]1([C:17]2[C:16]3[CH:26]=[CH:27][C:13]([OH:12])=[CH:14][C:15]=3[S:19][N:18]=2)[CH2:21][CH2:22][CH2:23][CH2:24][CH2:25]1. The catalyst class is: 2.